From a dataset of Full USPTO retrosynthesis dataset with 1.9M reactions from patents (1976-2016). Predict the reactants needed to synthesize the given product. (1) Given the product [Cl:1][C:2]1[CH:7]=[CH:6][C:5]([C:8]2[CH:13]=[C:12]([CH:14]3[CH2:16][CH2:15]3)[N:11]3[N:17]=[CH:18][C:19]([C:20]#[C:21][C:23]4[CH:24]=[C:25]([S:29]([NH2:32])(=[O:31])=[O:30])[CH:26]=[N:27][CH:28]=4)=[C:10]3[N:9]=2)=[CH:4][CH:3]=1, predict the reactants needed to synthesize it. The reactants are: [Cl:1][C:2]1[CH:7]=[CH:6][C:5]([C:8]2[CH:13]=[C:12]([CH:14]3[CH2:16][CH2:15]3)[N:11]3[N:17]=[CH:18][C:19]([C:20]#[CH:21])=[C:10]3[N:9]=2)=[CH:4][CH:3]=1.Br[C:23]1[CH:24]=[C:25]([S:29]([NH2:32])(=[O:31])=[O:30])[CH:26]=[N:27][CH:28]=1. (2) Given the product [C:1]([C:3]1[CH:8]=[CH:7][C:6]([C:13]2[S:17][C:16]([C:18]([O:20][CH3:21])=[O:19])=[C:15]([N:22]([C:26]([C@H:28]3[CH2:33][CH2:32][C@H:31]([CH3:34])[CH2:30][CH2:29]3)=[O:27])[CH:23]([CH3:25])[CH3:24])[CH:14]=2)=[CH:5][CH:4]=1)#[N:2], predict the reactants needed to synthesize it. The reactants are: [C:1]([C:3]1[CH:8]=[CH:7][C:6](B(O)O)=[CH:5][CH:4]=1)#[N:2].I[C:13]1[S:17][C:16]([C:18]([O:20][CH3:21])=[O:19])=[C:15]([N:22]([C:26]([C@H:28]2[CH2:33][CH2:32][C@H:31]([CH3:34])[CH2:30][CH2:29]2)=[O:27])[CH:23]([CH3:25])[CH3:24])[CH:14]=1.C(=O)([O-])[O-].[Na+].[Na+]. (3) Given the product [CH3:16][O:17][C:4]1[CH:5]=[C:6]2[C:11](=[CH:12][CH:3]=1)[C:10]([CH3:13])([CH3:14])[C:9](=[O:15])[CH2:8][CH2:7]2, predict the reactants needed to synthesize it. The reactants are: CO[C:3]1[CH:12]=[C:11]2[C:6]([CH2:7][CH2:8][C:9](=[O:15])[C:10]2([CH3:14])[CH3:13])=[CH:5][CH:4]=1.[CH3:16][O:17]C1C=C2C(=CC=1)CC(=O)CC2.IC. (4) The reactants are: Br[C:2]1[CH:3]=[C:4]([N:8]2[CH2:16][CH:15]3[CH2:17][N:11]4[CH2:12][CH:13]([CH2:18][CH:9]2[CH2:10]4)[CH2:14]3)[CH:5]=[N:6][CH:7]=1.[CH3:19][O:20][C:21]1[CH:26]=[CH:25][C:24](B(O)O)=[CH:23][C:22]=1[CH3:30]. Given the product [CH3:19][O:20][C:21]1[CH:26]=[CH:25][C:24]([C:2]2[CH:3]=[C:4]([N:8]3[CH2:16][CH:15]4[CH2:17][N:11]5[CH2:12][CH:13]([CH2:18][CH:9]3[CH2:10]5)[CH2:14]4)[CH:5]=[N:6][CH:7]=2)=[CH:23][C:22]=1[CH3:30], predict the reactants needed to synthesize it. (5) Given the product [ClH:57].[O:38]1[C:37]2[CH:42]=[CH:43][C:34]([CH2:33][NH:7][CH:8]3[CH2:13][CH2:12][N:11]([CH2:14][CH2:15][N:16]4[C:25]5[C:20](=[CH:21][CH:22]=[CH:23][CH:24]=5)[C:19]([C:26]5[CH:27]=[CH:28][N:29]=[CH:30][CH:31]=5)=[CH:18][C:17]4=[O:32])[CH2:10][CH2:9]3)=[CH:35][C:36]=2[O:41][CH2:40][CH2:39]1, predict the reactants needed to synthesize it. The reactants are: C(OC(=O)[N:7]([CH2:33][C:34]1[CH:43]=[CH:42][C:37]2[O:38][CH2:39][CH2:40][O:41][C:36]=2[CH:35]=1)[CH:8]1[CH2:13][CH2:12][N:11]([CH2:14][CH2:15][N:16]2[C:25]3[C:20](=[CH:21][CH:22]=[CH:23][CH:24]=3)[C:19]([C:26]3[CH:31]=[CH:30][N:29]=[CH:28][CH:27]=3)=[CH:18][C:17]2=[O:32])[CH2:10][CH2:9]1)(C)(C)C.FC(F)(F)C(O)=O.C(=O)([O-])O.[Na+].[ClH:57].C(OCC)(=O)C.